Dataset: Reaction yield outcomes from USPTO patents with 853,638 reactions. Task: Predict the reaction yield, written as a fraction of the theoretical maximum amount of product (1.0 means a 100% yield; for example, 0.34 means a 34% yield). (1) The reactants are [CH2:1]([O:8][C:9]1[CH:10]=[CH:11][C:12]([C@@H:20]([O:23][Si:24]([C:27]([CH3:30])([CH3:29])[CH3:28])([CH3:26])[CH3:25])[CH2:21]Br)=[C:13]2[C:18]=1[NH:17][C:16](=[O:19])[CH:15]=[CH:14]2)[C:2]1[CH:7]=[CH:6][CH:5]=[CH:4][CH:3]=1.[C:31]([O:35][C:36](=[O:50])[NH:37][CH2:38][CH2:39][C:40]1[CH:45]=[CH:44][CH:43]=[C:42]([CH2:46][C@H:47]([NH2:49])[CH3:48])[CH:41]=1)([CH3:34])([CH3:33])[CH3:32].C(N(CC)CC)C.C(=O)(O)[O-].[Na+]. The catalyst is CN(C=O)C. The product is [C:31]([O:35][C:36](=[O:50])[NH:37][CH2:38][CH2:39][C:40]1[CH:45]=[CH:44][CH:43]=[C:42]([CH2:46][C@H:47]([NH:49][CH2:21][C@@H:20]([C:12]2[CH:11]=[CH:10][C:9]([O:8][CH2:1][C:2]3[CH:7]=[CH:6][CH:5]=[CH:4][CH:3]=3)=[C:18]3[C:13]=2[CH:14]=[CH:15][C:16](=[O:19])[NH:17]3)[O:23][Si:24]([C:27]([CH3:30])([CH3:29])[CH3:28])([CH3:26])[CH3:25])[CH3:48])[CH:41]=1)([CH3:32])([CH3:33])[CH3:34]. The yield is 0.630. (2) The reactants are [C:1]([OH:6])(=[O:5])[C:2]([CH3:4])=[CH2:3].[CH2:7]([CH:9]1[O:11][CH2:10]1)Cl. No catalyst specified. The product is [C:1]([O:6][CH2:7][CH:9]1[O:11][CH2:10]1)(=[O:5])[C:2]([CH3:4])=[CH2:3]. The yield is 0.730.